This data is from Catalyst prediction with 721,799 reactions and 888 catalyst types from USPTO. The task is: Predict which catalyst facilitates the given reaction. (1) Product: [CH3:21][S:22]([O:18][CH:15]1[CH2:14][CH2:13][CH:12]([S:9]([C:5]2[CH:6]=[CH:7][CH:8]=[C:3]([C:2]([F:1])([F:19])[F:20])[CH:4]=2)(=[O:11])=[O:10])[CH2:17][CH2:16]1)(=[O:24])=[O:23]. The catalyst class is: 2. Reactant: [F:1][C:2]([F:20])([F:19])[C:3]1[CH:4]=[C:5]([S:9]([CH:12]2[CH2:17][CH2:16][CH:15]([OH:18])[CH2:14][CH2:13]2)(=[O:11])=[O:10])[CH:6]=[CH:7][CH:8]=1.[CH3:21][S:22](Cl)(=[O:24])=[O:23]. (2) Reactant: [C:1]([O:5][C:6]([N:8]1[CH2:13][CH2:12][N:11]([S:14]([C:17]2[NH:18][C:19]3[C:24]([CH:25]=2)=[CH:23][C:22]([Cl:26])=[CH:21][CH:20]=3)(=[O:16])=[O:15])[CH2:10][CH:9]1[CH2:27][C:28](O)=[O:29])=[O:7])([CH3:4])([CH3:3])[CH3:2].C(N1C=CN=C1)(N1C=CN=C1)=O.[CH3:43][S:44]([NH2:47])(=[O:46])=[O:45].C1CCN2C(=NCCC2)CC1. Product: [C:1]([O:5][C:6]([N:8]1[CH2:13][CH2:12][N:11]([S:14]([C:17]2[NH:18][C:19]3[C:24]([CH:25]=2)=[CH:23][C:22]([Cl:26])=[CH:21][CH:20]=3)(=[O:15])=[O:16])[CH2:10][CH:9]1[CH2:27][C:28](=[O:29])[NH:47][S:44]([CH3:43])(=[O:46])=[O:45])=[O:7])([CH3:3])([CH3:2])[CH3:4]. The catalyst class is: 7. (3) Reactant: [CH3:1][C@@H:2]([OH:71])[C@@H:3]1[NH:27][C:25](=[O:26])[C@H:24]([CH2:28][CH2:29][CH2:30][CH2:31][NH2:32])[NH:23][C:21](=[O:22])[C@@H:20]([CH2:33][C:34]2[C:38]3[CH:39]=[CH:40][CH:41]=[CH:42][C:37]=3[NH:36][CH:35]=2)[NH:19][C:17](=[O:18])[C@H:16]([CH2:43][C:44]2[CH:45]=[CH:46][CH:47]=[CH:48][CH:49]=2)[NH:15][C:13](=[O:14])[C@@H:12]([NH:50][C:51]([C@H:53]([NH2:61])[CH2:54][C:55]2[CH:56]=[CH:57][CH:58]=[CH:59][CH:60]=2)=[O:52])[CH2:11][S:10][S:9][CH2:8][C@@H:7]([C:62]([NH:64][C@@H:65]([C@H:68]([OH:70])[CH3:69])[CH2:66][OH:67])=[O:63])[NH:6][C:4]1=[O:5].CC(O)=O. Product: [CH3:1][C@@H:2]([OH:71])[C@@H:3]1[NH:27][C:25](=[O:26])[C@H:24]([CH2:28][CH2:29][CH2:30][CH2:31][NH2:32])[NH:23][C:21](=[O:22])[C@@H:20]([CH2:33][C:34]2[C:38]3[CH:39]=[CH:40][CH:41]=[CH:42][C:37]=3[NH:36][CH:35]=2)[NH:19][C:17](=[O:18])[C@H:16]([CH2:43][C:44]2[CH:49]=[CH:48][CH:47]=[CH:46][CH:45]=2)[NH:15][C:13](=[O:14])[C@@H:12]([NH:50][C:51]([C@H:53]([NH2:61])[CH2:54][C:55]2[CH:60]=[CH:59][CH:58]=[CH:57][CH:56]=2)=[O:52])[CH2:11][S:10][S:9][CH2:8][C@@H:7]([C:62]([NH:64][C@@H:65]([C@H:68]([OH:70])[CH3:69])[CH2:66][OH:67])=[O:63])[NH:6][C:4]1=[O:5]. The catalyst class is: 15. (4) Reactant: [CH3:1][C:2]1[N:3]([CH:14]2[CH2:19][CH2:18][O:17][CH2:16][CH2:15]2)[C:4]([C:7]2[CH:12]=[CH:11][N:10]=[C:9]([NH2:13])[N:8]=2)=[CH:5][N:6]=1.Br[C:21]1[CH:26]=[CH:25][C:24]([S:27]([N:30]2[CH2:35][CH2:34][N:33]([CH:36]([CH3:38])[CH3:37])[CH2:32][CH2:31]2)(=[O:29])=[O:28])=[CH:23][CH:22]=1.C([O-])([O-])=O.[Cs+].[Cs+].CC(C1C=C(C(C)C)C(C2C=CC=CC=2P(C2CCCCC2)C2CCCCC2)=C(C(C)C)C=1)C. Product: [CH:36]([N:33]1[CH2:32][CH2:31][N:30]([S:27]([C:24]2[CH:25]=[CH:26][C:21]([NH:13][C:9]3[N:8]=[C:7]([C:4]4[N:3]([CH:14]5[CH2:19][CH2:18][O:17][CH2:16][CH2:15]5)[C:2]([CH3:1])=[N:6][CH:5]=4)[CH:12]=[CH:11][N:10]=3)=[CH:22][CH:23]=2)(=[O:28])=[O:29])[CH2:35][CH2:34]1)([CH3:38])[CH3:37]. The catalyst class is: 110. (5) Reactant: [Si]([O:8][C@H:9]1[C@H:14]([C:15]2[N:16]=[N:17][N:18]([CH2:20][CH2:21][C:22]3[CH:27]=[CH:26][CH:25]=[CH:24][CH:23]=3)[CH:19]=2)[CH2:13][CH2:12][N:11]([C:28]([O:30][C:31]([CH3:34])([CH3:33])[CH3:32])=[O:29])[CH2:10]1)(C(C)(C)C)(C)C.CCCC[N+](CCCC)(CCCC)CCCC.[F-]. Product: [OH:8][C@H:9]1[C@H:14]([C:15]2[N:16]=[N:17][N:18]([CH2:20][CH2:21][C:22]3[CH:27]=[CH:26][CH:25]=[CH:24][CH:23]=3)[CH:19]=2)[CH2:13][CH2:12][N:11]([C:28]([O:30][C:31]([CH3:34])([CH3:33])[CH3:32])=[O:29])[CH2:10]1. The catalyst class is: 25. (6) Product: [Br:1][C:2]1[C:3]([F:33])=[CH:4][C:5]([F:32])=[C:6]([C@:8]2([CH3:9])[CH2:10][C@@H:11]([C:13]3[C:14]([CH3:19])=[N:15][O:16][C:17]=3[CH3:18])[S:22][C:21]([NH2:23])=[N:20]2)[CH:7]=1. Reactant: [Br:1][C:2]1[C:3]([F:33])=[CH:4][C:5]([F:32])=[C:6]([C@@:8]([NH:20][C:21]([NH:23]C(=O)C2C=CC=CC=2)=[S:22])([CH2:10][CH:11]([C:13]2[C:14]([CH3:19])=[N:15][O:16][C:17]=2[CH3:18])O)[CH3:9])[CH:7]=1.Cl.O. The catalyst class is: 12.